This data is from Reaction yield outcomes from USPTO patents with 853,638 reactions. The task is: Predict the reaction yield, written as a fraction of the theoretical maximum amount of product (1.0 means a 100% yield; for example, 0.34 means a 34% yield). (1) The reactants are [Cl:1][C:2]1[CH:3]=[CH:4][C:5]([O:22][CH3:23])=[C:6]([C:8]2(O)[CH2:13][CH2:12][N:11]([C:14]([O:16][C:17]([CH3:20])(C)C)=[O:15])[CH2:10][CH2:9]2)[CH:7]=1.Cl.C(=O)([O-])[O-].[Na+].[Na+].C(Cl)(=O)OC[C:34]1[CH:39]=[CH:38]C=[CH:36][CH:35]=1.C([SiH](CC)CC)C.FC(F)(F)C(O)=O. The catalyst is O1CCOCC1.C(OCC)C.O. The product is [Cl:1][C:2]1[CH:3]=[CH:4][C:5]([O:22][CH3:23])=[C:6]([CH:8]2[CH2:9][CH2:10][N:11]([C:14]([O:16][CH2:17][C:20]3[CH:38]=[CH:39][CH:34]=[CH:35][CH:36]=3)=[O:15])[CH2:12][CH2:13]2)[CH:7]=1. The yield is 0.770. (2) The reactants are Cl[C:2]1[N:7]2[CH:8]=[CH:9][N:10]=[C:6]2[CH:5]=[C:4]([C:11]2[CH:16]=[CH:15][C:14]([CH:17]3[CH2:22][CH2:21][N:20]([CH3:23])[CH2:19][CH2:18]3)=[CH:13][CH:12]=2)[N:3]=1.CC1(C)C(C)(C)OB([C:32]2[CH:33]=[N:34][NH:35][CH:36]=2)O1.C(=O)([O-])[O-].[K+].[K+]. The catalyst is COCCOC.O.C1C=CC([P]([Pd]([P](C2C=CC=CC=2)(C2C=CC=CC=2)C2C=CC=CC=2)([P](C2C=CC=CC=2)(C2C=CC=CC=2)C2C=CC=CC=2)[P](C2C=CC=CC=2)(C2C=CC=CC=2)C2C=CC=CC=2)(C2C=CC=CC=2)C2C=CC=CC=2)=CC=1. The product is [CH3:23][N:20]1[CH2:21][CH2:22][CH:17]([C:14]2[CH:15]=[CH:16][C:11]([C:4]3[N:3]=[C:2]([C:32]4[CH:33]=[N:34][NH:35][CH:36]=4)[N:7]4[CH:8]=[CH:9][N:10]=[C:6]4[CH:5]=3)=[CH:12][CH:13]=2)[CH2:18][CH2:19]1. The yield is 0.235. (3) The reactants are Br[C:2]1[C:7]([CH2:8][CH3:9])=[N:6][C:5]([C:10]2[CH:15]=[CH:14][C:13]([Cl:16])=[CH:12][C:11]=2[Cl:17])=[C:4]([CH2:18][CH3:19])[N:3]=1.[CH2:20]([N:23]1[CH:27]=[CH:26][N:25]=[C:24]1[NH2:28])[CH2:21][CH3:22].C1(C2C=CC=CC=2)C=CC=CC=1.CC(C)([O-])C.[Na+]. The catalyst is O1CCOCC1.C([O-])(O)=O.[Na+].[Pd].[Pd].C(=CC(C=CC1C=CC=CC=1)=O)C1C=CC=CC=1.C(=CC(C=CC1C=CC=CC=1)=O)C1C=CC=CC=1.C(=CC(C=CC1C=CC=CC=1)=O)C1C=CC=CC=1. The yield is 0.270. The product is [Cl:17][C:11]1[CH:12]=[C:13]([Cl:16])[CH:14]=[CH:15][C:10]=1[C:5]1[N:6]=[C:7]([CH2:8][CH3:9])[C:2]([NH:28][C:24]2[N:23]([CH2:20][CH2:21][CH3:22])[CH:27]=[CH:26][N:25]=2)=[N:3][C:4]=1[CH2:18][CH3:19]. (4) The reactants are [F:1][C:2]1[CH:7]=[CH:6][C:5]([C:8]([CH3:12])([CH3:11])[C:9]#[N:10])=[CH:4][CH:3]=1.[H-].[H-].[H-].[H-].[Li+].[Al+3]. The catalyst is C1COCC1. The product is [F:1][C:2]1[CH:3]=[CH:4][C:5]([C:8]([CH3:12])([CH3:11])[CH2:9][NH2:10])=[CH:6][CH:7]=1. The yield is 0.920. (5) The reactants are COC1C=C(CCNC=O)C=CC=1.[CH3:14][S:15][C:16]1[CH:17]=[C:18]([CH2:22][CH2:23][NH:24][CH:25]=O)[CH:19]=[CH:20][CH:21]=1. No catalyst specified. The product is [CH3:14][S:15][C:16]1[CH:17]=[C:18]2[C:19](=[CH:20][CH:21]=1)[CH:25]=[N:24][CH2:23][CH2:22]2. The yield is 0.130. (6) The reactants are [CH3:1][O:2][C:3]1[CH:4]=[C:5]([CH:21]=[CH:22][C:23]=1[O:24][CH2:25][C:26]1[N:27]=[C:28]([C:32]2[CH:37]=[CH:36][CH:35]=[CH:34][CH:33]=2)[O:29][C:30]=1[CH3:31])[CH2:6][O:7][C:8]1[CH:12]=[C:11]([CH2:13][OH:14])[N:10]([C:15]2[CH:20]=[CH:19][CH:18]=[CH:17][CH:16]=2)[N:9]=1. The catalyst is [O-2].[O-2].[Mn+4].O1CCCC1. The product is [CH3:1][O:2][C:3]1[CH:4]=[C:5]([CH:21]=[CH:22][C:23]=1[O:24][CH2:25][C:26]1[N:27]=[C:28]([C:32]2[CH:37]=[CH:36][CH:35]=[CH:34][CH:33]=2)[O:29][C:30]=1[CH3:31])[CH2:6][O:7][C:8]1[CH:12]=[C:11]([CH:13]=[O:14])[N:10]([C:15]2[CH:16]=[CH:17][CH:18]=[CH:19][CH:20]=2)[N:9]=1. The yield is 0.900.